From a dataset of Catalyst prediction with 721,799 reactions and 888 catalyst types from USPTO. Predict which catalyst facilitates the given reaction. (1) Reactant: [H-].[Na+].[I:3][C:4]1[CH:5]=[N:6][NH:7][CH:8]=1.[C:9]([O:13][C:14]([N:16]1[CH2:21][CH2:20][CH:19](OS(C)(=O)=O)[CH2:18][CH2:17]1)=[O:15])([CH3:12])([CH3:11])[CH3:10]. Product: [I:3][C:4]1[CH:5]=[N:6][N:7]([CH:19]2[CH2:20][CH2:21][N:16]([C:14]([O:13][C:9]([CH3:12])([CH3:11])[CH3:10])=[O:15])[CH2:17][CH2:18]2)[CH:8]=1. The catalyst class is: 3. (2) The catalyst class is: 145. Reactant: [CH3:1][N:2]([S:15]([C:18]1[S:19][CH:20]=[CH:21][CH:22]=1)(=[O:17])=[O:16])[C:3]1[CH:4]=[CH:5][CH:6]=[C:7]2[C:11]=1[NH:10][C:9]([C:12]([OH:14])=O)=[CH:8]2.[N:23]1(O)C2C=CC=CC=2N=[N:24]1.Cl.CN(C)CCCN=C=NCC.O.NN. Product: [NH:23]([C:12]([C:9]1[NH:10][C:11]2[C:7]([CH:8]=1)=[CH:6][CH:5]=[CH:4][C:3]=2[N:2]([CH3:1])[S:15]([C:18]1[S:19][CH:20]=[CH:21][CH:22]=1)(=[O:16])=[O:17])=[O:14])[NH2:24].